This data is from Catalyst prediction with 721,799 reactions and 888 catalyst types from USPTO. The task is: Predict which catalyst facilitates the given reaction. (1) Reactant: I[C:2]1[N:25]([S:26]([C:29]2[CH:34]=[CH:33][CH:32]=[CH:31][CH:30]=2)(=[O:28])=[O:27])[C:5]2=[N:6][CH:7]=[CH:8][C:9]([C:10]3[CH:11]=[CH:12][C:13]([O:18][CH:19]4[CH2:24][CH2:23][O:22][CH2:21][CH2:20]4)=[C:14]([CH:17]=3)[C:15]#[N:16])=[C:4]2[CH:3]=1.[N:35]1([C:40]2[CH:45]=[CH:44][C:43](B(O)O)=[CH:42][CH:41]=2)[CH:39]=[CH:38][CH:37]=[N:36]1.C(=O)([O-])[O-].[Cs+].[Cs+]. Product: [N:35]1([C:40]2[CH:41]=[CH:42][C:43]([C:2]3[N:25]([S:26]([C:29]4[CH:34]=[CH:33][CH:32]=[CH:31][CH:30]=4)(=[O:28])=[O:27])[C:5]4=[N:6][CH:7]=[CH:8][C:9]([C:10]5[CH:11]=[CH:12][C:13]([O:18][CH:19]6[CH2:24][CH2:23][O:22][CH2:21][CH2:20]6)=[C:14]([CH:17]=5)[C:15]#[N:16])=[C:4]4[CH:3]=3)=[CH:44][CH:45]=2)[CH:39]=[CH:38][CH:37]=[N:36]1. The catalyst class is: 38. (2) Reactant: [C:1]([C:3]1[CH:8]=[CH:7][CH:6]=[CH:5][C:4]=1[C:9]1[CH:14]=[CH:13][C:12]([CH2:15][C:16]2[C:17](=[O:40])[N:18]([C@H:28]3[CH2:33][CH2:32][C@H:31]([O:34][CH:35]([CH3:39])[C:36](O)=[O:37])[CH2:30][CH2:29]3)[C:19]3[N:20]([N:25]=[CH:26][N:27]=3)[C:21]=2[CH2:22][CH2:23][CH3:24])=[CH:11][CH:10]=1)#[N:2].[NH4+].O[N:43]1C2C=CC=CC=2N=N1.Cl.C(N=C=NCCCN(C)C)C.CN(C)C=O. Product: [C:1]([C:3]1[CH:8]=[CH:7][CH:6]=[CH:5][C:4]=1[C:9]1[CH:10]=[CH:11][C:12]([CH2:15][C:16]2[C:17](=[O:40])[N:18]([C@H:28]3[CH2:29][CH2:30][C@H:31]([O:34][CH:35]([CH3:39])[C:36]([NH2:43])=[O:37])[CH2:32][CH2:33]3)[C:19]3[N:20]([N:25]=[CH:26][N:27]=3)[C:21]=2[CH2:22][CH2:23][CH3:24])=[CH:13][CH:14]=1)#[N:2]. The catalyst class is: 13. (3) Reactant: [Cl:1][C:2]1[CH:3]=[CH:4][C:5]([F:37])=[C:6]([C:8]2[CH:13]=[CH:12][C:11]([CH2:14][N:15]([CH2:31][C@@H:32]([OH:36])[C:33]([OH:35])=[O:34])[NH:16][C:17]([C:19]3[NH:23][C:22](=[O:24])[N:21]([C:25]4[CH:30]=[CH:29][CH:28]=[CH:27][CH:26]=4)[N:20]=3)=[O:18])=[CH:10][CH:9]=2)[CH:7]=1.[C:38](=[O:45])([O:42][CH2:43][CH3:44])[O:39][CH2:40]Cl.[Na+].[I-].CC1C=CC=C(C)N=1. Product: [CH2:43]([O:42][C:38]([O:39][CH2:40][O:34][C:33](=[O:35])[C@H:32]([OH:36])[CH2:31][N:15]([CH2:14][C:11]1[CH:10]=[CH:9][C:8]([C:6]2[CH:7]=[C:2]([Cl:1])[CH:3]=[CH:4][C:5]=2[F:37])=[CH:13][CH:12]=1)[NH:16][C:17]([C:19]1[NH:23][C:22](=[O:24])[N:21]([C:25]2[CH:30]=[CH:29][CH:28]=[CH:27][CH:26]=2)[N:20]=1)=[O:18])=[O:45])[CH3:44]. The catalyst class is: 18. (4) Reactant: [Cl:1][C:2]1[N:3]=[C:4](Cl)[C:5]2[S:10][CH2:9][CH2:8][C:6]=2[N:7]=1.C(N(C(C)C)CC)(C)C.[F:21][C:22]1[CH:23]=[C:24]([NH2:28])[CH:25]=[CH:26][CH:27]=1. Product: [Cl:1][C:2]1[N:3]=[C:4]([NH:28][C:24]2[CH:25]=[CH:26][CH:27]=[C:22]([F:21])[CH:23]=2)[C:5]2[S:10][CH2:9][CH2:8][C:6]=2[N:7]=1. The catalyst class is: 9. (5) Reactant: CO[C:3]([C:5]1[C:6]([OH:30])=[C:7]2[C:12](=[CH:13][N:14]=1)[N:11]([CH2:15][C:16]1[CH:21]=[CH:20][CH:19]=[CH:18][CH:17]=1)[C:10](=[O:22])[C:9]([CH2:23][C:24]1[CH:29]=[CH:28][CH:27]=[CH:26][CH:25]=1)=[CH:8]2)=[O:4].[NH2:31][CH2:32][CH2:33][C:34]([OH:36])=[O:35].C[O-].[Na+]. Product: [CH2:15]([N:11]1[C:12]2[C:7](=[C:6]([OH:30])[C:5]([C:3]([NH:31][CH2:32][CH2:33][C:34]([OH:36])=[O:35])=[O:4])=[N:14][CH:13]=2)[CH:8]=[C:9]([CH2:23][C:24]2[CH:25]=[CH:26][CH:27]=[CH:28][CH:29]=2)[C:10]1=[O:22])[C:16]1[CH:21]=[CH:20][CH:19]=[CH:18][CH:17]=1. The catalyst class is: 250. (6) Reactant: [Cl:1][C:2]1[CH:7]=[C:6]([NH:8][CH:9](SC)[NH:10][C:11]#[N:12])[CH:5]=[C:4]([F:15])[C:3]=1[C:16]1[CH:21]=[CH:20][C:19]([S:22]([CH3:25])(=[O:24])=[O:23])=[CH:18][CH:17]=1.[NH2:26][NH2:27]. Product: [Cl:1][C:2]1[CH:7]=[C:6]([NH:8][C:9]2[N:10]=[C:11]([NH2:12])[NH:27][N:26]=2)[CH:5]=[C:4]([F:15])[C:3]=1[C:16]1[CH:21]=[CH:20][C:19]([S:22]([CH3:25])(=[O:24])=[O:23])=[CH:18][CH:17]=1. The catalyst class is: 8. (7) Reactant: [CH2:1]([N:8]1[C:17]2[C:12](=[CH:13][C:14]([C:18]3[CH:23]=[CH:22][C:21]([F:24])=[CH:20][CH:19]=3)=[CH:15][CH:16]=2)[CH2:11][C:10]([NH:26]C(=O)OCC2C=CC=CC=2)([CH3:25])[C:9]1=[O:37])[C:2]1[CH:7]=[CH:6][CH:5]=[CH:4][CH:3]=1. Product: [CH2:1]([N:8]1[C:17]2[C:12](=[CH:13][C:14]([C:18]3[CH:19]=[CH:20][C:21]([F:24])=[CH:22][CH:23]=3)=[CH:15][CH:16]=2)[CH2:11][C:10]([CH3:25])([NH2:26])[C:9]1=[O:37])[C:2]1[CH:7]=[CH:6][CH:5]=[CH:4][CH:3]=1. The catalyst class is: 19. (8) Reactant: [NH2:1][CH2:2][C:3]([C:6]1[NH:7][C:8]([C:21]2[CH:26]=[CH:25][N:24]=[CH:23][CH:22]=2)=[C:9]([C:11]2[CH:12]=[C:13]3[C:17](=[CH:18][CH:19]=2)[C:16](=O)[CH2:15][CH2:14]3)[N:10]=1)([CH3:5])[CH3:4].[NH2:27][OH:28]. Product: [NH2:1][CH2:2][C:3]([C:6]1[NH:7][C:8]([C:21]2[CH:26]=[CH:25][N:24]=[CH:23][CH:22]=2)=[C:9]([C:11]2[CH:12]=[C:13]3[C:17](=[CH:18][CH:19]=2)[C:16](=[N:27][OH:28])[CH2:15][CH2:14]3)[N:10]=1)([CH3:5])[CH3:4]. The catalyst class is: 8. (9) Reactant: [N:1]1[CH:6]=[CH:5][C:4]([C:7]2[CH:22]=[CH:21][C:10]([CH2:11][N:12]3[CH:17]=[CH:16][CH:15]=[C:14]([O:18]C)[C:13]3=[S:20])=[CH:9][CH:8]=2)=[CH:3][CH:2]=1.B(Br)(Br)Br. Product: [N:1]1[CH:2]=[CH:3][C:4]([C:7]2[CH:8]=[CH:9][C:10]([CH2:11][N:12]3[CH:17]=[CH:16][CH:15]=[C:14]([OH:18])[C:13]3=[S:20])=[CH:21][CH:22]=2)=[CH:5][CH:6]=1. The catalyst class is: 2. (10) Reactant: [S:1]1[CH:5]=[CH:4][C:3]([CH2:6][O:7][CH2:8][C:9]2[O:13][N:12]=[C:11]([C:14]([OH:16])=O)[CH:10]=2)=[CH:2]1.C(N(CC)CC)C.Cl.C(N=C=NCCCN(C)C)C.ON1C2C=CC=CC=2N=N1.[O:46]1[CH2:50][CH2:49][CH:48]([CH2:51][NH2:52])[CH2:47]1. Product: [O:46]1[CH2:50][CH2:49][CH:48]([CH2:51][NH:52][C:14]([C:11]2[CH:10]=[C:9]([CH2:8][O:7][CH2:6][C:3]3[CH:4]=[CH:5][S:1][CH:2]=3)[O:13][N:12]=2)=[O:16])[CH2:47]1. The catalyst class is: 408.